From a dataset of Rat liver microsome stability data. Regression/Classification. Given a drug SMILES string, predict its absorption, distribution, metabolism, or excretion properties. Task type varies by dataset: regression for continuous measurements (e.g., permeability, clearance, half-life) or binary classification for categorical outcomes (e.g., BBB penetration, CYP inhibition). Dataset: rlm. (1) The drug is C#CCNC(=O)c1nc(-c2ccc(S(C)(=O)=O)cc2)c2cnccn12. The result is 0 (unstable in rat liver microsomes). (2) The drug is CS(=O)(=O)c1cccc(Oc2cccc(-n3c(Cc4ccc(F)cc4)nc4c(C(F)(F)F)cccc43)c2)c1. The result is 1 (stable in rat liver microsomes). (3) The result is 1 (stable in rat liver microsomes). The drug is Cc1cc(-c2cccc3cc[nH]c23)c(Cl)c2c1NC(C)(C)[C@H](O)[C@H]2C. (4) The drug is Cc1ccc(CNCc2c[nH]nc2-c2ccc(C)cc2)cc1. The result is 1 (stable in rat liver microsomes). (5) The compound is CN1Cc2c(ccc3c2OCO3)[C@@H]2[C@H]1c1cc3c(cc1C[C@@H]2O)OCO3. The result is 1 (stable in rat liver microsomes). (6) The compound is CC(Nc1ccc(S(=O)(=O)Nc2nccs2)cc1)c1ccccc1. The result is 1 (stable in rat liver microsomes).